This data is from Full USPTO retrosynthesis dataset with 1.9M reactions from patents (1976-2016). The task is: Predict the reactants needed to synthesize the given product. Given the product [CH2:30]([O:29][P:28]1(=[O:32])[CH:22]=[C:23]([CH2:24][CH2:25][CH2:26][CH3:27])[CH:35]=[C:34]([CH:36]2[CH2:41][CH2:40][CH2:39][CH2:38][CH2:37]2)[O:33]1)[CH3:31], predict the reactants needed to synthesize it. The reactants are: CC(P(C(C)(C)C)C1C(C2C=CC=CC=2)=CC=CC=1)(C)C.[C:22]([P:28](=[O:33])([OH:32])[O:29][CH2:30][CH3:31])#[C:23][CH2:24][CH2:25][CH2:26][CH3:27].[C:34]([CH:36]1[CH2:41][CH2:40][CH2:39][CH2:38][CH2:37]1)#[CH:35].